This data is from NCI-60 drug combinations with 297,098 pairs across 59 cell lines. The task is: Regression. Given two drug SMILES strings and cell line genomic features, predict the synergy score measuring deviation from expected non-interaction effect. (1) Drug 1: CCCS(=O)(=O)NC1=C(C(=C(C=C1)F)C(=O)C2=CNC3=C2C=C(C=N3)C4=CC=C(C=C4)Cl)F. Drug 2: COC1=CC(=CC(=C1O)OC)C2C3C(COC3=O)C(C4=CC5=C(C=C24)OCO5)OC6C(C(C7C(O6)COC(O7)C8=CC=CS8)O)O. Cell line: CAKI-1. Synergy scores: CSS=52.2, Synergy_ZIP=5.43, Synergy_Bliss=5.79, Synergy_Loewe=-20.3, Synergy_HSA=8.21. (2) Drug 1: CC1=C(C=C(C=C1)NC(=O)C2=CC=C(C=C2)CN3CCN(CC3)C)NC4=NC=CC(=N4)C5=CN=CC=C5. Drug 2: C(=O)(N)NO. Cell line: HCT116. Synergy scores: CSS=0.515, Synergy_ZIP=5.92, Synergy_Bliss=11.1, Synergy_Loewe=5.97, Synergy_HSA=1.54. (3) Drug 1: CN1CCC(CC1)COC2=C(C=C3C(=C2)N=CN=C3NC4=C(C=C(C=C4)Br)F)OC. Drug 2: C1CCN(CC1)CCOC2=CC=C(C=C2)C(=O)C3=C(SC4=C3C=CC(=C4)O)C5=CC=C(C=C5)O. Cell line: SF-539. Synergy scores: CSS=10.7, Synergy_ZIP=-0.675, Synergy_Bliss=5.58, Synergy_Loewe=4.46, Synergy_HSA=6.23. (4) Drug 1: CN1CCC(CC1)COC2=C(C=C3C(=C2)N=CN=C3NC4=C(C=C(C=C4)Br)F)OC. Drug 2: CN(C)C1=NC(=NC(=N1)N(C)C)N(C)C. Cell line: HT29. Synergy scores: CSS=8.33, Synergy_ZIP=1.92, Synergy_Bliss=7.08, Synergy_Loewe=-7.08, Synergy_HSA=1.00. (5) Drug 1: CC12CCC3C(C1CCC2O)C(CC4=C3C=CC(=C4)O)CCCCCCCCCS(=O)CCCC(C(F)(F)F)(F)F. Drug 2: C1CC(=O)NC(=O)C1N2C(=O)C3=CC=CC=C3C2=O. Cell line: TK-10. Synergy scores: CSS=0.260, Synergy_ZIP=4.42, Synergy_Bliss=6.81, Synergy_Loewe=0.451, Synergy_HSA=0.0711. (6) Drug 1: CC1=C2C(C(=O)C3(C(CC4C(C3C(C(C2(C)C)(CC1OC(=O)C(C(C5=CC=CC=C5)NC(=O)OC(C)(C)C)O)O)OC(=O)C6=CC=CC=C6)(CO4)OC(=O)C)OC)C)OC. Drug 2: CC1CCC2CC(C(=CC=CC=CC(CC(C(=O)C(C(C(=CC(C(=O)CC(OC(=O)C3CCCCN3C(=O)C(=O)C1(O2)O)C(C)CC4CCC(C(C4)OC)OCCO)C)C)O)OC)C)C)C)OC. Cell line: U251. Synergy scores: CSS=51.7, Synergy_ZIP=0.232, Synergy_Bliss=-1.63, Synergy_Loewe=-2.81, Synergy_HSA=3.48. (7) Drug 1: C1CCC(C1)C(CC#N)N2C=C(C=N2)C3=C4C=CNC4=NC=N3. Drug 2: CC1C(C(=O)NC(C(=O)N2CCCC2C(=O)N(CC(=O)N(C(C(=O)O1)C(C)C)C)C)C(C)C)NC(=O)C3=C4C(=C(C=C3)C)OC5=C(C(=O)C(=C(C5=N4)C(=O)NC6C(OC(=O)C(N(C(=O)CN(C(=O)C7CCCN7C(=O)C(NC6=O)C(C)C)C)C)C(C)C)C)N)C. Cell line: UACC62. Synergy scores: CSS=29.4, Synergy_ZIP=21.0, Synergy_Bliss=19.9, Synergy_Loewe=11.0, Synergy_HSA=10.2.